Task: Predict the reactants needed to synthesize the given product.. Dataset: Full USPTO retrosynthesis dataset with 1.9M reactions from patents (1976-2016) (1) Given the product [O:30]=[C:29]1[CH2:28][O:27][CH2:26][CH2:25][N:1]1[C:2]1[CH:3]=[CH:4][C:5]([N:8]2[CH:12]=[C:11]([CH:13]([NH:15][C:16]([C:18]3[S:19][C:20]([Cl:23])=[CH:21][CH:22]=3)=[O:17])[CH3:14])[N:10]=[CH:9]2)=[CH:6][CH:7]=1, predict the reactants needed to synthesize it. The reactants are: [NH2:1][C:2]1[CH:7]=[CH:6][C:5]([N:8]2[CH:12]=[C:11]([CH:13]([NH:15][C:16]([C:18]3[S:19][C:20]([Cl:23])=[CH:21][CH:22]=3)=[O:17])[CH3:14])[N:10]=[CH:9]2)=[CH:4][CH:3]=1.Cl[CH2:25][CH2:26][O:27][CH2:28][C:29](Cl)=[O:30].C(=O)([O-])[O-].[Cs+].[Cs+]. (2) Given the product [CH:1]1([CH2:4][O:5][C:6]2[CH:11]=[CH:10][C:9]([C:12]([F:14])([F:13])[F:15])=[CH:8][C:7]=2[C:16]2[C:17]3[N:24]([CH2:32][O:33][CH2:34][CH2:35][Si:36]([CH3:39])([CH3:38])[CH3:37])[C:23]([CH3:25])=[C:22]([C:26]([O:28][CH2:29][CH3:30])=[O:27])[C:18]=3[N:19]=[CH:20][N:21]=2)[CH2:3][CH2:2]1, predict the reactants needed to synthesize it. The reactants are: [CH:1]1([CH2:4][O:5][C:6]2[CH:11]=[CH:10][C:9]([C:12]([F:15])([F:14])[F:13])=[CH:8][C:7]=2[C:16]2[C:17]3[NH:24][C:23]([CH3:25])=[C:22]([C:26]([O:28][CH2:29][CH3:30])=[O:27])[C:18]=3[N:19]=[CH:20][N:21]=2)[CH2:3][CH2:2]1.Cl[CH2:32][O:33][CH2:34][CH2:35][Si:36]([CH3:39])([CH3:38])[CH3:37].